Task: Predict the reaction yield, written as a fraction of the theoretical maximum amount of product (1.0 means a 100% yield; for example, 0.34 means a 34% yield).. Dataset: Reaction yield outcomes from USPTO patents with 853,638 reactions (1) The reactants are [F:1][C:2]1[CH:7]=[CH:6][C:5]([C:8]2[CH:9]=[CH:10][C:11]3[N:12]=[C:13]([NH:19][C:20](=[O:22])[CH3:21])[NH:14][C:15](=O)[C:16]=3[N:17]=2)=[CH:4][CH:3]=1.CCN(C(C)C)C(C)C.O=P(Cl)(Cl)[Cl:34]. The catalyst is O1CCOCC1. The product is [Cl:34][C:15]1[C:16]2[N:17]=[C:8]([C:5]3[CH:6]=[CH:7][C:2]([F:1])=[CH:3][CH:4]=3)[CH:9]=[CH:10][C:11]=2[N:12]=[C:13]([NH:19][C:20](=[O:22])[CH3:21])[N:14]=1. The yield is 0.430. (2) The reactants are [C:1]([O:5][C:6]([N:8]1[C:16]2[C:11](=[C:12]([F:17])[CH:13]=[CH:14][CH:15]=2)[CH:10]=[C:9]1B(O)O)=[O:7])([CH3:4])([CH3:3])[CH3:2].[Cl:21][C:22]1[CH:27]=[C:26](Cl)[N:25]=[C:24]([NH2:29])[CH:23]=1.C([O-])([O-])=O.[Cs+].[Cs+]. The catalyst is O1CCOCC1.O.Cl[Pd](Cl)([P](C1C=CC=CC=1)(C1C=CC=CC=1)C1C=CC=CC=1)[P](C1C=CC=CC=1)(C1C=CC=CC=1)C1C=CC=CC=1. The product is [NH2:29][C:24]1[N:25]=[C:26]([C:9]2[N:8]([C:6]([O:5][C:1]([CH3:4])([CH3:3])[CH3:2])=[O:7])[C:16]3[C:11]([CH:10]=2)=[C:12]([F:17])[CH:13]=[CH:14][CH:15]=3)[CH:27]=[C:22]([Cl:21])[CH:23]=1. The yield is 0.700. (3) The reactants are COC[N:4]1[C:8]2=[N:9][C:10]([N:13]([CH3:21])[CH2:14][CH:15]3[CH2:20][CH2:19][O:18][CH2:17][CH2:16]3)=[CH:11][CH:12]=[C:7]2[N:6]=[C:5]1[C:22]1[S:23][C:24]2[C:30]([N:31]3[CH2:36][CH2:35][O:34][CH2:33][CH2:32]3)=[CH:29][CH:28]=[C:27]([O:37][CH3:38])[C:25]=2[N:26]=1.Cl. No catalyst specified. The product is [CH3:38][O:37][C:27]1[C:25]2[N:26]=[C:22]([C:5]3[NH:4][C:8]4=[N:9][C:10]([N:13]([CH3:21])[CH2:14][CH:15]5[CH2:20][CH2:19][O:18][CH2:17][CH2:16]5)=[CH:11][CH:12]=[C:7]4[N:6]=3)[S:23][C:24]=2[C:30]([N:31]2[CH2:36][CH2:35][O:34][CH2:33][CH2:32]2)=[CH:29][CH:28]=1. The yield is 0.550. (4) The reactants are Cl.[NH2:2][C@@H:3]([CH2:24][CH:25]1[CH2:30][CH2:29][CH2:28][CH2:27][CH2:26]1)[C:4]([NH:6][C@H:7]1[CH2:13][CH2:12][CH2:11][N:10]([S:14]([C:17]2[CH:22]=[CH:21][CH:20]=[CH:19][N:18]=2)(=[O:16])=[O:15])[CH2:9][C@@H:8]1[OH:23])=[O:5].[O:31]1[C:35]([C:36](O)=[O:37])=[CH:34][CH:33]=[N:32]1.CC(OI1(OC(C)=O)(OC(C)=O)OC(=O)C2C=CC=CC1=2)=O. No catalyst specified. The product is [CH:25]1([CH2:24][C@H:3]([NH:2][C:36]([C:35]2[O:31][N:32]=[CH:33][CH:34]=2)=[O:37])[C:4](=[O:5])[NH:6][C@H:7]2[CH2:13][CH2:12][CH2:11][N:10]([S:14]([C:17]3[CH:22]=[CH:21][CH:20]=[CH:19][N:18]=3)(=[O:15])=[O:16])[CH2:9][C:8]2=[O:23])[CH2:30][CH2:29][CH2:28][CH2:27][CH2:26]1. The yield is 0.350. (5) The reactants are [Cl-].[NH4+].[CH2:3]([C:5]1[CH:10]=[CH:9][C:8]([N+:11]([O-])=O)=[CH:7][C:6]=1[O:14][CH3:15])[CH3:4].C(O)(=O)C. The catalyst is O.C(O)C.[Zn]. The product is [CH2:3]([C:5]1[CH:10]=[CH:9][C:8]([NH2:11])=[CH:7][C:6]=1[O:14][CH3:15])[CH3:4]. The yield is 0.720.